This data is from Full USPTO retrosynthesis dataset with 1.9M reactions from patents (1976-2016). The task is: Predict the reactants needed to synthesize the given product. (1) Given the product [F:1][C:2]([F:17])([F:16])[C:3]1[CH:4]=[C:5]([C:6]([N:28]2[CH2:29][CH2:30][C@H:31]([C:32]3[CH:37]=[CH:36][CH:35]=[CH:34][CH:33]=3)[C@H:26]([C:22]3[CH:23]=[CH:24][CH:25]=[C:20]([Cl:19])[CH:21]=3)[CH2:27]2)=[O:7])[CH:9]=[C:10]([C:12]([F:15])([F:14])[F:13])[CH:11]=1, predict the reactants needed to synthesize it. The reactants are: [F:1][C:2]([F:17])([F:16])[C:3]1[CH:4]=[C:5]([CH:9]=[C:10]([C:12]([F:15])([F:14])[F:13])[CH:11]=1)[C:6](Cl)=[O:7].Cl.[Cl:19][C:20]1[CH:21]=[C:22]([C@H:26]2[C@@H:31]([C:32]3[CH:37]=[CH:36][CH:35]=[CH:34][CH:33]=3)[CH2:30][CH2:29][NH:28][CH2:27]2)[CH:23]=[CH:24][CH:25]=1. (2) Given the product [CH3:76][O:75][C:72]([C:13]1[C:14]2[C:5]([CH:6]3[CH:11]([C:12]=1[C:25]1[CH:26]=[CH:27][C:28]([O:31][CH3:32])=[CH:29][CH:30]=1)[CH2:10][CH2:9][CH2:8][CH2:7]3)=[CH:4][C:3]([O:2][CH3:1])=[CH:16][CH:15]=2)=[O:74], predict the reactants needed to synthesize it. The reactants are: [CH3:1][O:2][C:3]1[CH:4]=[C:5]2[C:14](=[CH:15][CH:16]=1)[C:13](OS(C(F)(F)F)(=O)=O)=[C:12]([C:25]1[CH:30]=[CH:29][C:28]([O:31][CH3:32])=[CH:27][CH:26]=1)[CH:11]1[CH:6]2[CH2:7][CH2:8][CH2:9][CH2:10]1.C1C=CC(P(C2C=CC=CC=2)CCCCP(C2C=CC=CC=2)C2C=CC=CC=2)=CC=1.CCN(CC)CC.CO.[C:72]([O:75][CH2:76]C)(=[O:74])C. (3) Given the product [CH3:1][O:2][C:3]12[CH2:11][CH:7]3[CH2:8][CH:9]([CH2:10]1)[C:5]([NH:12][CH2:14][C:15]([N:17]1[CH2:21][CH2:20][CH2:19][C@H:18]1[C:22]#[N:23])=[O:16])([CH2:6]3)[CH2:4]2, predict the reactants needed to synthesize it. The reactants are: [CH3:1][O:2][C:3]12[CH2:11][CH:7]3[CH2:8][CH:9]([CH2:10]1)[C:5]([NH2:12])([CH2:6]3)[CH2:4]2.Cl[CH2:14][C:15]([N:17]1[CH2:21][CH2:20][CH2:19][C@H:18]1[C:22]#[N:23])=[O:16].C([O-])([O-])=O.[K+].[K+]. (4) The reactants are: FC(F)(F)C(O)=O.[Cl:8][C:9]1[N:14]=[N:13][C:12]([NH:15][NH2:16])=[C:11]([CH2:17][CH3:18])[CH:10]=1.O.[N:20]#[C:21]Br. Given the product [Cl:8][C:9]1[CH:10]=[C:11]([CH2:17][CH3:18])[C:12]2[N:13]([C:21]([NH2:20])=[N:16][N:15]=2)[N:14]=1, predict the reactants needed to synthesize it. (5) Given the product [C:1]1([S:7]([N:10]2[C:14]3=[N:15][CH:16]=[C:17]([O:19][CH3:20])[CH:18]=[C:13]3[CH:12]=[C:11]2[CH:53]([OH:54])[CH2:47][CH:26]2[CH2:25][CH2:27][CH2:29][CH2:30][CH2:31]2)(=[O:8])=[O:9])[CH:6]=[CH:5][CH:4]=[CH:3][CH:2]=1, predict the reactants needed to synthesize it. The reactants are: [C:1]1([S:7]([N:10]2[C:14]3=[N:15][CH:16]=[C:17]([O:19][CH3:20])[CH:18]=[C:13]3[CH:12]=[CH:11]2)(=[O:9])=[O:8])[CH:6]=[CH:5][CH:4]=[CH:3][CH:2]=1.C([N-][CH:25]([CH3:27])[CH3:26])(C)C.[Li+].[CH2:29]([Li])[CH2:30][CH2:31]C.CCCCCC.C(NC(C)C)(C)C.[CH:47]1([CH:53]=[O:54])CCCCC1.